This data is from Full USPTO retrosynthesis dataset with 1.9M reactions from patents (1976-2016). The task is: Predict the reactants needed to synthesize the given product. (1) The reactants are: [Cl-].[Al+3].[Cl-].[Cl-].[O:5]=[C:6]([CH3:12])[CH2:7][CH2:8][C:9](Cl)=[O:10].Cl.[CH:14]1[CH:19]=[CH:18][CH:17]=[CH:16][CH:15]=1. Given the product [C:14]1([C:9](=[O:10])[CH2:8][CH2:7][C:6](=[O:5])[CH3:12])[CH:19]=[CH:18][CH:17]=[CH:16][CH:15]=1, predict the reactants needed to synthesize it. (2) Given the product [CH3:17][C:9]1[CH:14]=[CH:13][C:12]([C:15](=[O:21])[CH2:3][C:4]([O:6][CH2:7][CH3:8])=[O:5])=[CH:11][CH:10]=1, predict the reactants needed to synthesize it. The reactants are: Br[Zn][CH2:3][C:4]([O:6][CH2:7][CH3:8])=[O:5].[C:9]1([CH3:17])[CH:14]=[CH:13][C:12]([C:15]#N)=[CH:11][CH:10]=1.Cl.C(OCC)(=[O:21])C. (3) Given the product [O:1]([C@H:2]([CH3:9])[CH2:3][C:4]([O:6][CH2:7][CH3:8])=[O:5])[Si:10]([C:13]([CH3:16])([CH3:15])[CH3:14])([CH3:12])[CH3:11], predict the reactants needed to synthesize it. The reactants are: [OH:1][C@H:2]([CH3:9])[CH2:3][C:4]([O:6][CH2:7][CH3:8])=[O:5].[Si:10](Cl)([C:13]([CH3:16])([CH3:15])[CH3:14])([CH3:12])[CH3:11].N1C=CN=C1. (4) The reactants are: [Cl:1][C:2]1[S:6][C:5]([C:7]([NH:9][C:10]2[CH:14]=[CH:13][S:12][C:11]=2[C:15]([O:17]C)=[O:16])=[O:8])=[CH:4][CH:3]=1.[OH-].[Li+].C1COCC1.Cl. Given the product [Cl:1][C:2]1[S:6][C:5]([C:7]([NH:9][C:10]2[CH:14]=[CH:13][S:12][C:11]=2[C:15]([OH:17])=[O:16])=[O:8])=[CH:4][CH:3]=1, predict the reactants needed to synthesize it.